This data is from Merck oncology drug combination screen with 23,052 pairs across 39 cell lines. The task is: Regression. Given two drug SMILES strings and cell line genomic features, predict the synergy score measuring deviation from expected non-interaction effect. (1) Drug 1: Nc1ccn(C2OC(CO)C(O)C2(F)F)c(=O)n1. Synergy scores: synergy=-6.15. Drug 2: CCc1cnn2c(NCc3ccc[n+]([O-])c3)cc(N3CCCCC3CCO)nc12. Cell line: OV90. (2) Drug 1: N#Cc1ccc(Cn2cncc2CN2CCN(c3cccc(Cl)c3)C(=O)C2)cc1. Drug 2: Cn1cc(-c2cnn3c(N)c(Br)c(C4CCCNC4)nc23)cn1. Cell line: RKO. Synergy scores: synergy=22.0. (3) Drug 2: Nc1ccn(C2OC(CO)C(O)C2(F)F)c(=O)n1. Drug 1: O=S1(=O)NC2(CN1CC(F)(F)F)C1CCC2Cc2cc(C=CCN3CCC(C(F)(F)F)CC3)ccc2C1. Synergy scores: synergy=-2.78. Cell line: RPMI7951. (4) Drug 1: N#Cc1ccc(Cn2cncc2CN2CCN(c3cccc(Cl)c3)C(=O)C2)cc1. Drug 2: Cn1nnc2c(C(N)=O)ncn2c1=O. Cell line: A2780. Synergy scores: synergy=10.9. (5) Cell line: SKMEL30. Drug 2: N#Cc1ccc(Cn2cncc2CN2CCN(c3cccc(Cl)c3)C(=O)C2)cc1. Synergy scores: synergy=16.3. Drug 1: CN1C(=O)C=CC2(C)C3CCC4(C)C(NC(=O)OCC(F)(F)F)CCC4C3CCC12. (6) Drug 1: CC(=O)OC1C(=O)C2(C)C(O)CC3OCC3(OC(C)=O)C2C(OC(=O)c2ccccc2)C2(O)CC(OC(=O)C(O)C(NC(=O)c3ccccc3)c3ccccc3)C(C)=C1C2(C)C. Drug 2: Cc1nc(Nc2ncc(C(=O)Nc3c(C)cccc3Cl)s2)cc(N2CCN(CCO)CC2)n1. Cell line: A427. Synergy scores: synergy=34.9.